Dataset: Catalyst prediction with 721,799 reactions and 888 catalyst types from USPTO. Task: Predict which catalyst facilitates the given reaction. (1) Reactant: [Cl:1][C:2]1[CH:7]=[CH:6][C:5]([C@@H:8]([C@H:24]2[CH2:29][CH2:28][O:27][C:26]([CH3:31])([CH3:30])[CH2:25]2)[CH2:9][C:10](N2[C@H](C3C=CC=CC=3)COC2=O)=[O:11])=[CH:4][CH:3]=1.OO.[Li+].[OH-].S([O-])([O-])=[O:37].[Na+].[Na+].C(=O)(O)[O-].[Na+]. Product: [Cl:1][C:2]1[CH:3]=[CH:4][C:5]([C@@H:8]([C@H:24]2[CH2:29][CH2:28][O:27][C:26]([CH3:31])([CH3:30])[CH2:25]2)[CH2:9][C:10]([OH:11])=[O:37])=[CH:6][CH:7]=1. The catalyst class is: 731. (2) Product: [Cl:1][C:2]1[C:7]([NH:10][NH2:11])=[N:6][CH:5]=[CH:4][N:3]=1. The catalyst class is: 14. Reactant: [Cl:1][C:2]1[C:7](Cl)=[N:6][CH:5]=[CH:4][N:3]=1.O.[NH2:10][NH2:11]. (3) Reactant: [Cl:1][C:2]1[CH:7]=[C:6]([N:8]2[CH2:12][CH2:11][NH:10][C:9]2=[O:13])[CH:5]=[CH:4][N:3]=1.Br[C:15]1[CH:16]=[N:17][CH:18]=[CH:19][C:20]=1[C:21]1([OH:25])[CH2:24][CH2:23][CH2:22]1.CN[C@@H]1CCCC[C@H]1NC.P([O-])([O-])([O-])=O.[K+].[K+].[K+]. The catalyst class is: 246. Product: [Cl:1][C:2]1[CH:7]=[C:6]([N:8]2[CH2:12][CH2:11][N:10]([C:15]3[CH:16]=[N:17][CH:18]=[CH:19][C:20]=3[C:21]3([OH:25])[CH2:24][CH2:23][CH2:22]3)[C:9]2=[O:13])[CH:5]=[CH:4][N:3]=1. (4) Reactant: Cl[C:2]1[N:10]=[CH:9][N:8]=[C:7]2[C:3]=1[NH:4][CH:5]=[N:6]2.[NH:11]1[CH2:16][CH2:15][CH:14]([CH2:17][OH:18])[CH2:13][CH2:12]1.CCN(CC)CC. Product: [N:10]1[C:2]([N:11]2[CH2:16][CH2:15][CH:14]([CH2:17][OH:18])[CH2:13][CH2:12]2)=[C:3]2[C:7]([NH:6][CH:5]=[N:4]2)=[N:8][CH:9]=1. The catalyst class is: 114. (5) Reactant: C1C2C(COC([NH:18][CH2:19][CH2:20][NH:21][CH2:22][C@@H:23]3[C@H:26]([NH:27][C:28](=[O:64])/[C:29](=[N:43]\[O:44][C:45]4([C:48]([O:50][CH:51]([C:58]5[CH:63]=[CH:62][CH:61]=[CH:60][CH:59]=5)[C:52]5[CH:57]=[CH:56][CH:55]=[CH:54][CH:53]=5)=[O:49])[CH2:47][CH2:46]4)/[C:30]4[N:31]=[C:32]([NH:35][C:36]([O:38][C:39]([CH3:42])([CH3:41])[CH3:40])=[O:37])[S:33][CH:34]=4)[C:25](=[O:65])[NH:24]3)=O)C3C(=CC=CC=3)C=2C=CC=1.N1CCCCC1. Product: [NH2:18][CH2:19][CH2:20][NH:21][CH2:22][C@@H:23]1[C@H:26]([NH:27][C:28](=[O:64])/[C:29](=[N:43]\[O:44][C:45]2([C:48]([O:50][CH:51]([C:52]3[CH:57]=[CH:56][CH:55]=[CH:54][CH:53]=3)[C:58]3[CH:63]=[CH:62][CH:61]=[CH:60][CH:59]=3)=[O:49])[CH2:46][CH2:47]2)/[C:30]2[N:31]=[C:32]([NH:35][C:36]([O:38][C:39]([CH3:40])([CH3:42])[CH3:41])=[O:37])[S:33][CH:34]=2)[C:25](=[O:65])[NH:24]1. The catalyst class is: 2. (6) Product: [ClH:37].[NH2:16][CH2:15][C:14]1[N:5]([CH2:1][CH:2]([CH3:4])[CH3:3])[C:6](=[O:36])[C:7]2[C:12]([C:13]=1[C:24]1[CH:25]=[CH:26][CH:27]=[CH:28][CH:29]=1)=[CH:11][C:10]([C:30]1[NH:34][C:33](=[O:35])[O:32][N:31]=1)=[CH:9][CH:8]=2. Reactant: [CH2:1]([N:5]1[C:14]([CH2:15][NH:16]C(=O)OC(C)(C)C)=[C:13]([C:24]2[CH:29]=[CH:28][CH:27]=[CH:26][CH:25]=2)[C:12]2[C:7](=[CH:8][CH:9]=[C:10]([C:30]3[NH:34][C:33](=[O:35])[O:32][N:31]=3)[CH:11]=2)[C:6]1=[O:36])[CH:2]([CH3:4])[CH3:3].[ClH:37]. The catalyst class is: 162. (7) Reactant: [C:1]1(C)C=CC=C(C#N)C=1.NO.[OH:12][N:13]=[C:14]([NH2:21])[C:15]1[CH:20]=[CH:19][CH:18]=[CH:17][CH:16]=1. Product: [OH:12][N:13]=[C:14]([NH2:21])[C:15]1[CH:20]=[CH:19][CH:18]=[C:17]([CH3:1])[CH:16]=1. The catalyst class is: 14. (8) Reactant: [CH3:1][O:2][C:3]1[CH:4]=[C:5]([C:9]2[CH:17]=[CH:16][CH:15]=[C:14]3[C:10]=2[CH2:11][C:12](=[O:18])[NH:13]3)[CH:6]=[CH:7][CH:8]=1.[N:19]1([CH2:24][CH2:25][NH:26][C:27]([C:29]2[C:33]([CH3:34])=[C:32]([CH:35]=O)[NH:31][C:30]=2[CH3:37])=[O:28])[CH2:23][CH2:22][CH2:21][CH2:20]1. Product: [N:19]1([CH2:24][CH2:25][NH:26][C:27]([C:29]2[C:33]([CH3:34])=[C:32]([CH:35]=[C:11]3[C:10]4[C:14](=[CH:15][CH:16]=[CH:17][C:9]=4[C:5]4[CH:6]=[CH:7][CH:8]=[C:3]([O:2][CH3:1])[CH:4]=4)[NH:13][C:12]3=[O:18])[NH:31][C:30]=2[CH3:37])=[O:28])[CH2:23][CH2:22][CH2:21][CH2:20]1. The catalyst class is: 360.